From a dataset of Peptide-MHC class I binding affinity with 185,985 pairs from IEDB/IMGT. Regression. Given a peptide amino acid sequence and an MHC pseudo amino acid sequence, predict their binding affinity value. This is MHC class I binding data. (1) The peptide sequence is SPMETTAEF. The MHC is HLA-B15:17 with pseudo-sequence HLA-B15:17. The binding affinity (normalized) is 0.0847. (2) The peptide sequence is TPELEEEMF. The MHC is HLA-B53:01 with pseudo-sequence HLA-B53:01. The binding affinity (normalized) is 0.299. (3) The peptide sequence is PVTEDDYKFL. The MHC is HLA-A02:01 with pseudo-sequence HLA-A02:01. The binding affinity (normalized) is 0.0582. (4) The peptide sequence is IKRRLRTLIL. The MHC is HLA-B08:01 with pseudo-sequence HLA-B08:01. The binding affinity (normalized) is 0.517. (5) The peptide sequence is WHTTKGAAL. The MHC is HLA-B18:01 with pseudo-sequence HLA-B18:01. The binding affinity (normalized) is 0.0847. (6) The peptide sequence is SYMMDDLELI. The MHC is HLA-A31:01 with pseudo-sequence HLA-A31:01. The binding affinity (normalized) is 0.0847. (7) The peptide sequence is RMVLRQKVV. The MHC is H-2-Db with pseudo-sequence H-2-Db. The binding affinity (normalized) is 0.0137. (8) The peptide sequence is GRYNLVPPK. The MHC is HLA-B57:01 with pseudo-sequence HLA-B57:01. The binding affinity (normalized) is 0.0847.